Dataset: Reaction yield outcomes from USPTO patents with 853,638 reactions. Task: Predict the reaction yield, written as a fraction of the theoretical maximum amount of product (1.0 means a 100% yield; for example, 0.34 means a 34% yield). (1) The reactants are [C:1]([O:5][C:6](=[O:15])[NH:7][C:8]1[C:9]([Cl:14])=[N:10][CH:11]=[CH:12][CH:13]=1)([CH3:4])([CH3:3])[CH3:2].[CH2:16](Br)[CH:17]=[CH2:18].C(=O)([O-])[O-].[Cs+].[Cs+]. The catalyst is CN(C=O)C. The product is [C:1]([O:5][C:6](=[O:15])[N:7]([CH2:18][CH:17]=[CH2:16])[C:8]1[C:9]([Cl:14])=[N:10][CH:11]=[CH:12][CH:13]=1)([CH3:4])([CH3:2])[CH3:3]. The yield is 0.980. (2) The reactants are [CH3:1][O:2][C:3]1[CH:8]=[CH:7][C:6]([C:9]2[S:10][C:11]3[CH2:12][C:13]4[C:19]([C:20]5[CH:25]=[CH:24][C:23]([O:26][CH3:27])=[CH:22][CH:21]=5)=[N:18][N:17](COCC[Si](C)(C)C)[C:14]=4[C:15]=3[CH:16]=2)=[CH:5][CH:4]=1.Cl. The catalyst is CO. The product is [CH3:1][O:2][C:3]1[CH:4]=[CH:5][C:6]([C:9]2[S:10][C:11]3[CH2:12][C:13]4[C:19]([C:20]5[CH:21]=[CH:22][C:23]([O:26][CH3:27])=[CH:24][CH:25]=5)=[N:18][NH:17][C:14]=4[C:15]=3[CH:16]=2)=[CH:7][CH:8]=1. The yield is 0.950. (3) The reactants are [F:1][C:2]1[CH:7]=[CH:6][C:5]([N:8]2[C:16]3[C:11](=[CH:12][C:13]([CH2:17][OH:18])=[CH:14][CH:15]=3)[CH:10]=[N:9]2)=[CH:4][CH:3]=1.CC(C)=[O:21]. No catalyst specified. The product is [F:1][C:2]1[CH:3]=[CH:4][C:5]([N:8]2[C:16]3[C:11](=[CH:12][C:13]([C:17]([OH:21])=[O:18])=[CH:14][CH:15]=3)[CH:10]=[N:9]2)=[CH:6][CH:7]=1. The yield is 0.890. (4) The reactants are [ClH:1].CCOCC.[CH3:7][N:8]([CH2:26][C:27]1[CH:36]=[CH:35][C:34]2[C:29](=[CH:30][CH:31]=[CH:32][CH:33]=2)[C:28]=1[CH2:37][CH2:38][CH3:39])[C:9](=[O:25])/[CH:10]=[CH:11]/[C:12]1[CH:24]=[N:23][C:15]2[NH:16][C:17](=[O:22])[CH2:18][N:19]([CH3:21])[CH2:20][C:14]=2[CH:13]=1. The catalyst is C(Cl)Cl. The yield is 0.730. The product is [ClH:1].[CH3:7][N:8]([CH2:26][C:27]1[CH:36]=[CH:35][C:34]2[C:29](=[CH:30][CH:31]=[CH:32][CH:33]=2)[C:28]=1[CH2:37][CH2:38][CH3:39])[C:9](=[O:25])/[CH:10]=[CH:11]/[C:12]1[CH:24]=[N:23][C:15]2[NH:16][C:17](=[O:22])[CH2:18][N:19]([CH3:21])[CH2:20][C:14]=2[CH:13]=1. (5) The reactants are [C:1]1(C)C=CC=C[CH:2]=1.[CH2:8]([O:15][C:16]1[CH:17]=[C:18]([CH2:30][C:31]#[N:32])[CH:19]=[CH:20][C:21]=1[O:22][CH2:23][C:24]1[CH:29]=[CH:28][CH:27]=[CH:26][CH:25]=1)[C:9]1[CH:14]=[CH:13][CH:12]=[CH:11][CH:10]=1.BrCCCl. The catalyst is [N+](CCCC)(CCCC)(CCCC)CCCC.[Br-].[OH-].[Na+].O. The product is [CH2:8]([O:15][C:16]1[CH:17]=[C:18]([C:30]2([C:31]#[N:32])[CH2:2][CH2:1]2)[CH:19]=[CH:20][C:21]=1[O:22][CH2:23][C:24]1[CH:29]=[CH:28][CH:27]=[CH:26][CH:25]=1)[C:9]1[CH:10]=[CH:11][CH:12]=[CH:13][CH:14]=1. The yield is 0.660.